This data is from Catalyst prediction with 721,799 reactions and 888 catalyst types from USPTO. The task is: Predict which catalyst facilitates the given reaction. (1) Reactant: [Cl:1][C:2]1[CH:3]=[CH:4][C:5]([N:15]2[CH:19]=[C:18]([CH:20]([F:22])[F:21])[N:17]=[N:16]2)=[C:6]([C:8]2[N:13]=[CH:12][N:11]=[C:10]([OH:14])[CH:9]=2)[CH:7]=1.CN(C(ON1N=NC2C=CC=NC1=2)=[N+](C)C)C.F[P-](F)(F)(F)(F)F.C1CCN2C(=NCCC2)CC1.N[C@@H:59]1[C:75]2[CH:76]=[C:71]([CH:72]=[CH:73][CH:74]=2)[C:70]2[N:69]([CH:77]([F:79])[F:78])[N:68]=[CH:67][C:66]=2[NH:65][C:64](=[O:80])[C@H:63]([CH3:81])[CH2:62][CH2:61][CH2:60]1. Product: [Cl:1][C:2]1[CH:3]=[CH:4][C:5]([N:15]2[CH:19]=[C:18]([CH:20]([F:22])[F:21])[N:17]=[N:16]2)=[C:6]([C:8]2[N:13]=[CH:12][N:11]([C@@H:59]3[C:75]4[CH:76]=[C:71]([CH:72]=[CH:73][CH:74]=4)[C:70]4[N:69]([CH:77]([F:79])[F:78])[N:68]=[CH:67][C:66]=4[NH:65][C:64](=[O:80])[C@H:63]([CH3:81])[CH2:62][CH2:61][CH2:60]3)[C:10](=[O:14])[CH:9]=2)[CH:7]=1. The catalyst class is: 705. (2) Reactant: C[Si]([N-][Si](C)(C)C)(C)C.[Na+].[O:11]1[C:15]2([CH2:20][CH2:19][CH:18]([C:21]#[N:22])[CH2:17][CH2:16]2)OCC1.Br[C:24]1[C:29]([CH3:30])=[CH:28][C:27]([Br:31])=[CH:26][N:25]=1. Product: [Br:31][C:27]1[CH:28]=[C:29]([CH3:30])[C:24]([C:18]2([C:21]#[N:22])[CH2:17][CH2:16][C:15](=[O:11])[CH2:20][CH2:19]2)=[N:25][CH:26]=1. The catalyst class is: 6. (3) The catalyst class is: 2. Product: [CH3:21][O:20][N:19]([CH3:18])[C:7](=[O:9])[C:6]1[CH:10]=[C:2]([CH3:1])[C:3]([O:11][CH2:12][C:13]([F:16])([F:15])[F:14])=[N:4][CH:5]=1. Reactant: [CH3:1][C:2]1[C:3]([O:11][CH2:12][C:13]([F:16])([F:15])[F:14])=[N:4][CH:5]=[C:6]([CH:10]=1)[C:7]([OH:9])=O.Cl.[CH3:18][NH:19][O:20][CH3:21].CN(C(ON1N=NC2C=CC=CC1=2)=[N+](C)C)C.F[P-](F)(F)(F)(F)F.C(N(CC)CC)C.C(=O)([O-])O.[Na+]. (4) The catalyst class is: 6. Product: [Cl:31][C:26]1[CH:27]=[CH:28][CH:29]=[CH:30][C:25]=1[C:13]1[O:12][C:11]([C:9]2[C:8]([CH3:32])=[CH:7][N:6]=[C:5]([NH:4][C:1](=[O:3])[CH3:2])[CH:10]=2)=[N:15][C:14]=1[C:16]1[O:23][CH:20]=[CH:19][N:18]=1. Reactant: [C:1]([NH:4][C:5]1[CH:10]=[C:9]([C:11]2[O:12][C:13]([C:25]3[CH:30]=[CH:29][CH:28]=[CH:27][C:26]=3[Cl:31])=[C:14]([C:16]([NH:18][CH2:19][CH:20]([O:23]C)OC)=O)[N:15]=2)[C:8]([CH3:32])=[CH:7][N:6]=1)(=[O:3])[CH3:2].CS(O)(=O)=O.O=P12OP3(OP(OP(O3)(O1)=O)(=O)O2)=O. (5) Reactant: Cl.Cl.[NH:3]1[CH2:8][CH2:7][CH:6]([N:9]2[C:17]3[C:12](=[N:13][CH:14]=[CH:15][CH:16]=3)[NH:11][C:10]2=[O:18])[CH2:5][CH2:4]1.Cl[C:20]1[N:25]=[CH:24][N:23]=[C:22]([C:26]([N:28]2[C:36]3[C:31](=[CH:32][CH:33]=[CH:34][CH:35]=3)[C:30]([CH3:37])=[CH:29]2)=[O:27])[CH:21]=1.CCN(C(C)C)C(C)C. Product: [CH3:37][C:30]1[C:31]2[C:36](=[CH:35][CH:34]=[CH:33][CH:32]=2)[N:28]([C:26]([C:22]2[N:23]=[CH:24][N:25]=[C:20]([N:3]3[CH2:4][CH2:5][CH:6]([N:9]4[C:17]5[C:12](=[N:13][CH:14]=[CH:15][CH:16]=5)[NH:11][C:10]4=[O:18])[CH2:7][CH2:8]3)[CH:21]=2)=[O:27])[CH:29]=1. The catalyst class is: 3.